Dataset: Peptide-MHC class I binding affinity with 185,985 pairs from IEDB/IMGT. Task: Regression. Given a peptide amino acid sequence and an MHC pseudo amino acid sequence, predict their binding affinity value. This is MHC class I binding data. (1) The peptide sequence is FIHFFTWGT. The MHC is HLA-A68:02 with pseudo-sequence HLA-A68:02. The binding affinity (normalized) is 0.450. (2) The peptide sequence is SVKGRFTISR. The MHC is HLA-B08:01 with pseudo-sequence HLA-B08:01. The binding affinity (normalized) is 0.277. (3) The peptide sequence is KQIVIINPM. The MHC is BoLA-HD6 with pseudo-sequence BoLA-HD6. The binding affinity (normalized) is 0.653. (4) The peptide sequence is LMTHTWHAK. The MHC is HLA-A02:19 with pseudo-sequence HLA-A02:19. The binding affinity (normalized) is 0.0847.